Task: Predict which catalyst facilitates the given reaction.. Dataset: Catalyst prediction with 721,799 reactions and 888 catalyst types from USPTO Reactant: Cl[C:2](Cl)([O:4]C(=O)OC(Cl)(Cl)Cl)Cl.[CH3:13][O:14][CH2:15][CH2:16][CH2:17][CH2:18][CH2:19][CH2:20][CH2:21][CH2:22][CH2:23][CH2:24][CH2:25][CH2:26][NH2:27].CCN(C(C)C)C(C)C. Product: [CH3:13][O:14][CH2:15][CH2:16][CH2:17][CH2:18][CH2:19][CH2:20][CH2:21][CH2:22][CH2:23][CH2:24][CH2:25][CH2:26][N:27]=[C:2]=[O:4]. The catalyst class is: 4.